From a dataset of Full USPTO retrosynthesis dataset with 1.9M reactions from patents (1976-2016). Predict the reactants needed to synthesize the given product. (1) Given the product [CH2:1]([N:8]1[CH2:13][CH2:12][C:11]2([C:14](=[O:15])[NH:21][CH2:20][CH2:19]2)[CH:10]([OH:22])[CH2:9]1)[C:2]1[CH:7]=[CH:6][CH:5]=[CH:4][CH:3]=1, predict the reactants needed to synthesize it. The reactants are: [CH2:1]([N:8]1[CH2:13][CH2:12][C:11]([CH2:19][C:20]#[N:21])([C:14](OCC)=[O:15])[C:10](=[O:22])[CH2:9]1)[C:2]1[CH:7]=[CH:6][CH:5]=[CH:4][CH:3]=1.CO. (2) The reactants are: [Li]C(C)(C)C.[CH3:6][N:7]([C:14]1[S:15][CH:16]=[CH:17][N:18]=1)[C:8]1[CH:13]=[CH:12][CH:11]=[CH:10][CH:9]=1.[Br:19][C:20]1[CH:21]=[N:22][C:23]([Cl:26])=[N:24][CH:25]=1.ClC1C(=O)C(C#N)=C(C#N)C(=O)C=1Cl.O=C1O[C@H]([C@H](CO)O)C([O-])=C1O.[Na+]. Given the product [Br:19][C:20]1[C:21]([C:16]2[S:15][C:14]([N:7]([CH3:6])[C:8]3[CH:9]=[CH:10][CH:11]=[CH:12][CH:13]=3)=[N:18][CH:17]=2)=[N:22][C:23]([Cl:26])=[N:24][CH:25]=1, predict the reactants needed to synthesize it. (3) Given the product [CH:1]1([C@H:7]([NH:12][C:13]([C:15]2[CH:19]=[C:18]([C:20]3[CH:21]=[N:22][N:23]([CH3:25])[CH:24]=3)[S:17][C:16]=2[NH:26][C:27]([NH:29][C:30]2[C:31]([Cl:37])=[CH:32][CH:33]=[CH:34][C:35]=2[Cl:36])=[O:28])=[O:14])[C:8]([OH:10])=[O:9])[CH2:6][CH2:5][CH2:4][CH2:3][CH2:2]1, predict the reactants needed to synthesize it. The reactants are: [CH:1]1([C@H:7]([NH:12][C:13]([C:15]2[CH:19]=[C:18]([C:20]3[CH:21]=[N:22][N:23]([CH3:25])[CH:24]=3)[S:17][C:16]=2[NH:26][C:27]([NH:29][C:30]2[C:35]([Cl:36])=[CH:34][CH:33]=[CH:32][C:31]=2[Cl:37])=[O:28])=[O:14])[C:8]([O:10]C)=[O:9])[CH2:6][CH2:5][CH2:4][CH2:3][CH2:2]1.[OH-].[Li+]. (4) Given the product [F:31][C:30]([F:33])([F:32])[S:27]([O:1][C:2]1[CH:3]=[C:4]([C:8]23[CH2:13][CH2:12][C:11]([CH2:16][CH2:17][O:18][CH2:19][C:20]([O:22][C:23]([CH3:26])([CH3:25])[CH3:24])=[O:21])([CH2:14][CH2:15]2)[CH2:10][O:9]3)[CH:5]=[CH:6][CH:7]=1)(=[O:29])=[O:28], predict the reactants needed to synthesize it. The reactants are: [OH:1][C:2]1[CH:3]=[C:4]([C:8]23[CH2:15][CH2:14][C:11]([CH2:16][CH2:17][O:18][CH2:19][C:20]([O:22][C:23]([CH3:26])([CH3:25])[CH3:24])=[O:21])([CH2:12][CH2:13]2)[CH2:10][O:9]3)[CH:5]=[CH:6][CH:7]=1.[S:27](O[S:27]([C:30]([F:33])([F:32])[F:31])(=[O:29])=[O:28])([C:30]([F:33])([F:32])[F:31])(=[O:29])=[O:28]. (5) Given the product [C:28]([CH2:27][N:21]1[CH:20]=[C:19]([C:8]2[C:9]3[C:10]([O:17][CH3:18])=[N:11][CH:12]=[C:13]([C:15]#[N:16])[C:14]=3[N:6]([CH:1]3[CH2:5][CH2:4][CH2:3][CH2:2]3)[CH:7]=2)[CH:23]=[N:22]1)#[N:29], predict the reactants needed to synthesize it. The reactants are: [CH:1]1([N:6]2[C:14]3[C:13]([C:15]#[N:16])=[CH:12][N:11]=[C:10]([O:17][CH3:18])[C:9]=3[C:8]([C:19]3[CH:20]=[N:21][NH:22][CH:23]=3)=[CH:7]2)[CH2:5][CH2:4][CH2:3][CH2:2]1.[H-].[Na+].Br[CH2:27][C:28]#[N:29].O. (6) The reactants are: [NH:1]1[CH:5]=[C:4]([C:6]([O:8]C(C)(C)C)=[O:7])[N:3]=[C:2]1[C:13]([O:15][CH2:16][CH3:17])=[O:14].C(O)(C(F)(F)F)=O. Given the product [CH2:16]([O:15][C:13]([C:2]1[NH:1][CH:5]=[C:4]([C:6]([OH:8])=[O:7])[N:3]=1)=[O:14])[CH3:17], predict the reactants needed to synthesize it. (7) The reactants are: [CH2:1]([Li])CCC.[CH:6]([C:8]1[N:12]([CH:13]([CH3:15])[CH3:14])[N:11]=[C:10]([C:16]([O:18][CH3:19])=[O:17])[CH:9]=1)=O. Given the product [CH:13]([N:12]1[C:8]([CH:6]=[CH2:1])=[CH:9][C:10]([C:16]([O:18][CH3:19])=[O:17])=[N:11]1)([CH3:15])[CH3:14], predict the reactants needed to synthesize it.